This data is from Catalyst prediction with 721,799 reactions and 888 catalyst types from USPTO. The task is: Predict which catalyst facilitates the given reaction. (1) Reactant: [CH3:1][C:2]1[CH:3]=[C:4]([C:12]2[CH:21]=[CH:20][C:15]3[N:16]=[CH:17][N:18]([CH3:19])[C:14]=3[CH:13]=2)[C:5]2[N:6]([N:8]=[C:9]([NH2:11])[N:10]=2)[CH:7]=1.Br[C:23]1[CH:28]=[CH:27][C:26]([N:29]2[CH:33]=[C:32]([CH3:34])[N:31]=[CH:30]2)=[C:25]([O:35][CH3:36])[CH:24]=1.C(Cl)Cl. Product: [CH3:36][O:35][C:25]1[CH:24]=[C:23]([NH:11][C:9]2[N:10]=[C:5]3[C:4]([C:12]4[CH:21]=[CH:20][C:15]5[N:16]=[CH:17][N:18]([CH3:19])[C:14]=5[CH:13]=4)=[CH:3][C:2]([CH3:1])=[CH:7][N:6]3[N:8]=2)[CH:28]=[CH:27][C:26]=1[N:29]1[CH:33]=[C:32]([CH3:34])[N:31]=[CH:30]1. The catalyst class is: 61. (2) Reactant: [CH3:1][O:2][CH2:3][C:4]1[CH:9]=[C:8]([C:10]2[O:14][N:13]=[C:12]([C:15]3[CH:16]=[C:17]([CH2:21][C:22](O)=[O:23])[CH:18]=[CH:19][CH:20]=3)[N:11]=2)[CH:7]=[CH:6][C:5]=1[C:25]1[CH:30]=[CH:29][CH:28]=[CH:27][C:26]=1[CH3:31].CCN(C(C)C)C(C)C.CN(C(ON1N=NC2C=CC=NC1=2)=[N+](C)C)C.F[P-](F)(F)(F)(F)F.Cl.[CH3:66][O:67][C:68](=[O:71])[CH2:69][NH2:70]. Product: [CH3:1][O:2][CH2:3][C:4]1[CH:9]=[C:8]([C:10]2[O:14][N:13]=[C:12]([C:15]3[CH:16]=[C:17]([CH2:21][C:22]([NH:70][CH2:69][C:68]([O:67][CH3:66])=[O:71])=[O:23])[CH:18]=[CH:19][CH:20]=3)[N:11]=2)[CH:7]=[CH:6][C:5]=1[C:25]1[CH:30]=[CH:29][CH:28]=[CH:27][C:26]=1[CH3:31]. The catalyst class is: 215. (3) Reactant: C([O:5][C:6](=[O:24])[CH2:7][N:8]1[CH2:12][CH2:11][CH:10]([C:13](=[O:23])[NH:14][C:15]2[CH:20]=[CH:19][C:18]([OH:21])=[C:17]([Cl:22])[CH:16]=2)[CH2:9]1)(C)(C)C. Product: [Cl:22][C:17]1[CH:16]=[C:15]([NH:14][C:13]([CH:10]2[CH2:11][CH2:12][N:8]([CH2:7][C:6]([OH:24])=[O:5])[CH2:9]2)=[O:23])[CH:20]=[CH:19][C:18]=1[OH:21]. The catalyst class is: 137. (4) Reactant: [C:1]([O:5][C:6]([N:8]([C:19]([O:21][C:22]([CH3:25])([CH3:24])[CH3:23])=[O:20])[C@:9]1([C:14]([O:16][CH2:17][CH3:18])=[O:15])[CH2:11][C@H:10]1[CH:12]=[CH2:13])=[O:7])([CH3:4])([CH3:3])[CH3:2].B1([O-])O[O:27]1.O.O.O.O.[Na+]. Product: [C:1]([O:5][C:6]([N:8]([C:19]([O:21][C:22]([CH3:24])([CH3:23])[CH3:25])=[O:20])[C@:9]1([C:14]([O:16][CH2:17][CH3:18])=[O:15])[CH2:11][C@H:10]1[CH2:12][CH2:13][OH:27])=[O:7])([CH3:4])([CH3:2])[CH3:3]. The catalyst class is: 355. (5) Reactant: [F:1][C:2]1([C:18]2[CH:23]=[CH:22][CH:21]=[C:20]([O:24][C:25]([F:28])([F:27])[F:26])[CH:19]=2)[CH2:5][C:4]2([CH2:10][CH2:9][N:8](C(OC(C)(C)C)=O)[CH2:7][CH2:6]2)[CH2:3]1.[ClH:29].O1CCOCC1. Product: [ClH:29].[F:1][C:2]1([C:18]2[CH:23]=[CH:22][CH:21]=[C:20]([O:24][C:25]([F:26])([F:27])[F:28])[CH:19]=2)[CH2:5][C:4]2([CH2:6][CH2:7][NH:8][CH2:9][CH2:10]2)[CH2:3]1. The catalyst class is: 4.